From a dataset of Full USPTO retrosynthesis dataset with 1.9M reactions from patents (1976-2016). Predict the reactants needed to synthesize the given product. (1) Given the product [NH:20]1[C:28]2[C:23](=[CH:24][CH:25]=[CH:26][CH:27]=2)[C:22]([CH2:29][C:30]2[N:32]=[CH:4][C:5]3[CH2:6][C:7](=[O:19])[NH:8][C:9]4[CH:16]=[C:15]([CH3:17])[C:14]([CH3:18])=[CH:13][C:10]=4[C:11]=3[N:31]=2)=[CH:21]1, predict the reactants needed to synthesize it. The reactants are: CN([CH:4]=[C:5]1[C:11](=O)[C:10]2[CH:13]=[C:14]([CH3:18])[C:15]([CH3:17])=[CH:16][C:9]=2[NH:8][C:7](=[O:19])[CH2:6]1)C.[NH:20]1[C:28]2[C:23](=[CH:24][CH:25]=[CH:26][CH:27]=2)[C:22]([CH2:29][C:30]([NH2:32])=[NH:31])=[CH:21]1. (2) Given the product [CH2:5]([N:6]1[C:7]([Cl:8])=[C:2]([Br:1])[C:3](=[O:10])[N:4]([CH2:17][C:18]2[CH:23]=[CH:22][CH:21]=[CH:20][CH:19]=2)[C:11]1=[O:14])[C:18]1[CH:23]=[CH:22][CH:21]=[CH:20][CH:19]=1, predict the reactants needed to synthesize it. The reactants are: [Br:1][C:2]1[C:3](=[O:10])[NH:4][C:5](=O)[NH:6][C:7]=1[Cl:8].[C:11]([O-:14])([O-])=O.[K+].[K+].[CH2:17](Br)[C:18]1[CH:23]=[CH:22][CH:21]=[CH:20][CH:19]=1.O.